This data is from Full USPTO retrosynthesis dataset with 1.9M reactions from patents (1976-2016). The task is: Predict the reactants needed to synthesize the given product. (1) Given the product [Cl:15][C:16]1[CH:17]=[C:18]([CH:19]=[CH:20][C:21]=1[O:22][CH2:23][C:24]1[CH:29]=[CH:28][CH:27]=[C:26]([Cl:30])[CH:25]=1)[NH:31][C:32]1[C:33]2[CH:41]=[C:40]([NH:42][C:43](=[O:53])/[CH:44]=[CH:4]/[CH2:5][N:6]([CH3:8])[CH3:7])[N:39]=[CH:38][C:34]=2[N:35]=[CH:36][N:37]=1, predict the reactants needed to synthesize it. The reactants are: C(O[CH:4](OCC)[CH2:5][N:6]([CH3:8])[CH3:7])C.Cl.[OH-].[K+].[Cl:15][C:16]1[CH:17]=[C:18]([NH:31][C:32]2[C:33]3[CH:41]=[C:40]([NH:42][C:43](=[O:53])[CH2:44]P(=O)(OCC)OCC)[N:39]=[CH:38][C:34]=3[N:35]=[CH:36][N:37]=2)[CH:19]=[CH:20][C:21]=1[O:22][CH2:23][C:24]1[CH:29]=[CH:28][CH:27]=[C:26]([Cl:30])[CH:25]=1.[Li+].[Cl-]. (2) Given the product [Si:20]([O:19][CH2:18][C:2]1([OH:1])[CH2:6][N:5]([C:7]([O:9][C:10]([CH3:13])([CH3:12])[CH3:11])=[O:8])[CH:4]([C:14]([O:16][CH3:17])=[O:15])[CH2:3]1)([C:23]([CH3:26])([CH3:25])[CH3:24])([CH3:22])[CH3:21], predict the reactants needed to synthesize it. The reactants are: [OH:1][C:2]1([CH2:18][OH:19])[CH2:6][N:5]([C:7]([O:9][C:10]([CH3:13])([CH3:12])[CH3:11])=[O:8])[CH:4]([C:14]([O:16][CH3:17])=[O:15])[CH2:3]1.[Si:20](Cl)([C:23]([CH3:26])([CH3:25])[CH3:24])([CH3:22])[CH3:21].N1C=CN=C1.